Dataset: Catalyst prediction with 721,799 reactions and 888 catalyst types from USPTO. Task: Predict which catalyst facilitates the given reaction. Reactant: [Cl:1][C:2]1[N:7]=[C:6](Cl)[C:5]([N+:9]([O-:11])=[O:10])=[CH:4][N:3]=1.CCN(C(C)C)C(C)C.[CH:21]([O:24][C:25]1[NH:29][N:28]=[C:27]([NH2:30])[CH:26]=1)([CH3:23])[CH3:22]. Product: [Cl:1][C:2]1[N:7]=[C:6]([NH:30][C:27]2[CH:26]=[C:25]([O:24][CH:21]([CH3:23])[CH3:22])[NH:29][N:28]=2)[C:5]([N+:9]([O-:11])=[O:10])=[CH:4][N:3]=1. The catalyst class is: 1.